From a dataset of Full USPTO retrosynthesis dataset with 1.9M reactions from patents (1976-2016). Predict the reactants needed to synthesize the given product. (1) Given the product [CH3:22][O:21][C:14]1[CH:13]=[C:12]([CH:17]=[CH:16][C:15]=1[N+:18]([O-:20])=[O:19])[O:1][CH2:2][CH2:3][N:4]1[CH2:8][CH2:7][CH2:6][CH2:5]1, predict the reactants needed to synthesize it. The reactants are: [OH:1][CH2:2][CH2:3][N:4]1[CH2:8][CH2:7][CH2:6][CH2:5]1.[OH-].[K+].F[C:12]1[CH:17]=[CH:16][C:15]([N+:18]([O-:20])=[O:19])=[C:14]([O:21][CH3:22])[CH:13]=1.Cl. (2) Given the product [NH2:61][CH2:62][CH2:63][C:64]1[N:68]=[CH:67][NH:66][CH:65]=1.[C:1]([OH:8])(=[O:7])[CH2:2][CH2:3][C:4]([OH:6])=[O:5].[C:9]([CH:26]([OH:27])[CH:28]([OH:29])[CH:30]([C:32](=[O:48])[CH2:33][CH2:34][CH2:35][CH2:36][CH2:37][CH2:38][CH2:39][CH2:40][CH2:41][CH2:42][CH2:43][CH2:44][CH2:45][CH2:46][CH3:47])[OH:31])(=[O:25])[CH2:10][CH2:11][CH2:12][CH2:13][CH2:14][CH2:15][CH2:16][CH2:17][CH2:18][CH2:19][CH2:20][CH2:21][CH2:22][CH2:23][CH3:24], predict the reactants needed to synthesize it. The reactants are: [C:1]([OH:8])(=[O:7])[CH2:2][CH2:3][C:4]([OH:6])=[O:5].[C:9]([CH:26]([CH:28]([CH:30]([C:32](=[O:48])[CH2:33][CH2:34][CH2:35][CH2:36][CH2:37][CH2:38][CH2:39][CH2:40][CH2:41][CH2:42][CH2:43][CH2:44][CH2:45][CH2:46][CH3:47])[OH:31])[OH:29])[OH:27])(=[O:25])[CH2:10][CH2:11][CH2:12][CH2:13][CH2:14][CH2:15][CH2:16][CH2:17][CH2:18][CH2:19][CH2:20][CH2:21][CH2:22][CH2:23][CH3:24].C(N1C=CN=C1)(N1C=CN=C1)=O.[NH2:61][CH2:62][CH2:63][C:64]1[N:68]=[CH:67][NH:66][CH:65]=1. (3) Given the product [Br:1][C:2]1[CH:3]=[CH:4][C:5]([C:8]2([CH2:9][O:10][CH3:11])[O:15][CH2:14][CH2:13][O:12]2)=[CH:6][CH:7]=1, predict the reactants needed to synthesize it. The reactants are: [Br:1][C:2]1[CH:7]=[CH:6][C:5]([C:8](=[O:12])[CH2:9][O:10][CH3:11])=[CH:4][CH:3]=1.[CH2:13](O)[CH2:14][OH:15]. (4) Given the product [C:28]([O:27][C:25]([NH:24][CH:20]([CH2:19][C:16]1[CH:17]=[CH:18][C:13]([O:12][C:9]2[CH:8]=[CH:7][C:6]([CH2:5][CH2:4][C:3]([O:2][CH3:1])=[O:32])=[CH:11][CH:10]=2)=[CH:14][CH:15]=1)[C:21]([OH:23])=[O:22])=[O:26])([CH3:30])([CH3:31])[CH3:29], predict the reactants needed to synthesize it. The reactants are: [CH3:1][O:2][C:3](=[O:32])[CH:4]=[CH:5][C:6]1[CH:11]=[CH:10][C:9]([O:12][C:13]2[CH:18]=[CH:17][C:16]([CH2:19][CH:20]([NH:24][C:25]([O:27][C:28]([CH3:31])([CH3:30])[CH3:29])=[O:26])[C:21]([OH:23])=[O:22])=[CH:15][CH:14]=2)=[CH:8][CH:7]=1.[H][H].